Dataset: Catalyst prediction with 721,799 reactions and 888 catalyst types from USPTO. Task: Predict which catalyst facilitates the given reaction. Reactant: [N:1]1([CH2:7][CH2:8][C:9]2[CH:14]=[CH:13][CH:12]=[CH:11][C:10]=2C2N=C(N)C=CC=2)[CH2:6][CH2:5][NH:4][CH2:3][CH2:2]1.[F:22][C:23]1[CH:28]=[CH:27][C:26]([CH2:29][C:30]([OH:32])=O)=[CH:25][CH:24]=1.C([N:35]=[C:36]=[N:37][CH2:38][CH2:39][CH2:40]N(C)C)C.[CH:44](N(C(C)C)CC)(C)C. Product: [NH2:35][C:36]1[N:37]=[C:38]([C:12]2[CH:11]=[CH:10][C:9]([CH2:8][CH2:7][N:1]3[CH2:2][CH2:3][N:4]([C:30](=[O:32])[CH2:29][C:26]4[CH:25]=[CH:24][C:23]([F:22])=[CH:28][CH:27]=4)[CH2:5][CH2:6]3)=[CH:14][CH:13]=2)[CH:39]=[CH:40][CH:44]=1. The catalyst class is: 145.